This data is from Full USPTO retrosynthesis dataset with 1.9M reactions from patents (1976-2016). The task is: Predict the reactants needed to synthesize the given product. (1) The reactants are: Cl.[Br:2][C:3]1[CH:4]=[C:5]([NH2:15])[CH:6]=[C:7]([NH:9][CH2:10][C:11]([F:14])([F:13])[F:12])[CH:8]=1.Cl[C:17]1[N:22]=[C:21]([C:23]([F:26])([F:25])[F:24])[CH:20]=[CH:19][N:18]=1.O. Given the product [Br:2][C:3]1[CH:4]=[C:5]([NH:15][C:17]2[N:22]=[C:21]([C:23]([F:26])([F:25])[F:24])[CH:20]=[CH:19][N:18]=2)[CH:6]=[C:7]([NH:9][CH2:10][C:11]([F:13])([F:14])[F:12])[CH:8]=1, predict the reactants needed to synthesize it. (2) Given the product [F:21][C:22]([F:31])([F:30])[CH:23]1[CH2:28][CH2:27][CH:26]([O:1][C:2]2[CH:3]=[C:4]3[C:9](=[CH:10][CH:11]=2)[CH:8]=[C:7]([CH2:12][N:13]2[CH2:16][CH:15]([C:17]([O:19][CH3:20])=[O:18])[CH2:14]2)[CH:6]=[CH:5]3)[CH2:25][CH2:24]1, predict the reactants needed to synthesize it. The reactants are: [OH:1][C:2]1[CH:3]=[C:4]2[C:9](=[CH:10][CH:11]=1)[CH:8]=[C:7]([CH2:12][N:13]1[CH2:16][CH:15]([C:17]([O:19][CH3:20])=[O:18])[CH2:14]1)[CH:6]=[CH:5]2.[F:21][C:22]([F:31])([F:30])[CH:23]1[CH2:28][CH2:27][CH:26](O)[CH2:25][CH2:24]1.C1C=CC(P(C2C=CC=CC=2)C2C=CC=CC=2)=CC=1.CC(OC(/N=N/C(OC(C)C)=O)=O)C.